This data is from Reaction yield outcomes from USPTO patents with 853,638 reactions. The task is: Predict the reaction yield, written as a fraction of the theoretical maximum amount of product (1.0 means a 100% yield; for example, 0.34 means a 34% yield). (1) The reactants are [CH:1]1([C:6]([NH:8][C:9]2[CH:10]=[C:11]([CH:16]3[C:25]([CH3:27])([CH3:26])[CH2:24][C:23]4[C:18](=[CH:19][CH:20]=[C:21]([C:28]([O:30]C)=[O:29])[CH:22]=4)[NH:17]3)[CH:12]=[CH:13][C:14]=2[F:15])=[O:7])[CH2:5][CH2:4][CH2:3][CH2:2]1.[OH-].[Na+]. The catalyst is CO. The product is [CH:1]1([C:6]([NH:8][C:9]2[CH:10]=[C:11]([CH:16]3[C:25]([CH3:27])([CH3:26])[CH2:24][C:23]4[C:18](=[CH:19][CH:20]=[C:21]([C:28]([OH:30])=[O:29])[CH:22]=4)[NH:17]3)[CH:12]=[CH:13][C:14]=2[F:15])=[O:7])[CH2:5][CH2:4][CH2:3][CH2:2]1. The yield is 0.700. (2) The reactants are Br[C:2]1[C:3]([F:28])=[C:4]([C:24]([F:27])=[CH:25][CH:26]=1)[CH2:5][O:6][C:7]([N:9]1[CH2:14][CH2:13][N:12]([C:15]([O:17][C:18]([CH3:21])([CH3:20])[CH3:19])=[O:16])[CH2:11][C@H:10]1[CH2:22][CH3:23])=[O:8].[CH3:29]B1OB(C)OB(C)O1.C(=O)([O-])[O-].[K+].[K+]. The catalyst is O1CCOCC1.C1C=CC([P]([Pd]([P](C2C=CC=CC=2)(C2C=CC=CC=2)C2C=CC=CC=2)([P](C2C=CC=CC=2)(C2C=CC=CC=2)C2C=CC=CC=2)[P](C2C=CC=CC=2)(C2C=CC=CC=2)C2C=CC=CC=2)(C2C=CC=CC=2)C2C=CC=CC=2)=CC=1. The product is [F:28][C:3]1[C:2]([CH3:29])=[CH:26][CH:25]=[C:24]([F:27])[C:4]=1[CH2:5][O:6][C:7]([N:9]1[CH2:14][CH2:13][N:12]([C:15]([O:17][C:18]([CH3:21])([CH3:20])[CH3:19])=[O:16])[CH2:11][C@H:10]1[CH2:22][CH3:23])=[O:8]. The yield is 0.820. (3) The reactants are C[O-].[Na+].C[O:5][C:6](=O)[CH:7]=[CH:8][C:9]1[CH:30]=[CH:29][C:12]2[N:13]([CH2:25][CH2:26][CH2:27][OH:28])[C:14]([CH2:16][CH:17]([C:19]3[CH:24]=[CH:23][CH:22]=[CH:21][CH:20]=3)[CH3:18])=[N:15][C:11]=2[CH:10]=1.Cl.[NH2:33][OH:34]. The catalyst is CO. The product is [OH:34][NH:33][C:6](=[O:5])[CH:7]=[CH:8][C:9]1[CH:30]=[CH:29][C:12]2[N:13]([CH2:25][CH2:26][CH2:27][OH:28])[C:14]([CH2:16][CH:17]([C:19]3[CH:20]=[CH:21][CH:22]=[CH:23][CH:24]=3)[CH3:18])=[N:15][C:11]=2[CH:10]=1. The yield is 0.0600. (4) The reactants are [CH3:1][C@H:2]1[CH2:6][CH2:5][CH2:4][N:3]1[C:7]([C:9]1[N:17]2[C:12]([CH2:13][O:14][CH2:15][CH2:16]2)=[C:11]([C:18]([OH:20])=O)[CH:10]=1)=[O:8].ON1C2C=CC=CC=2N=N1.Cl.C(N=C=NCCCN(C)C)C.Cl.[Cl:44][C:45]1[CH:46]=[C:47]([C@H:53]([NH2:56])[CH2:54][CH3:55])[CH:48]=[N:49][C:50]=1[O:51][CH3:52].C(N(CC)CC)C. The catalyst is CN(C)C=O. The product is [Cl:44][C:45]1[CH:46]=[C:47]([C@H:53]([NH:56][C:18]([C:11]2[CH:10]=[C:9]([C:7]([N:3]3[CH2:4][CH2:5][CH2:6][C@@H:2]3[CH3:1])=[O:8])[N:17]3[CH2:16][CH2:15][O:14][CH2:13][C:12]=23)=[O:20])[CH2:54][CH3:55])[CH:48]=[N:49][C:50]=1[O:51][CH3:52]. The yield is 0.830. (5) The reactants are [NH:1]1[C:9]2[C:4](=[CH:5][CH:6]=[CH:7][C:8]=2[C:10]([OH:12])=O)[CH:3]=[CH:2]1.[C:13]([C:17]1[CH:36]=[CH:35][C:20]([CH2:21][NH:22][CH2:23][CH2:24][N:25]([CH2:33][CH3:34])[C:26]2[CH:27]=[C:28]([CH3:32])[CH:29]=[CH:30][CH:31]=2)=[CH:19][CH:18]=1)([CH3:16])([CH3:15])[CH3:14].CCN=C=NCCCN(C)C.Cl. The catalyst is C(Cl)Cl. The product is [C:13]([C:17]1[CH:36]=[CH:35][C:20]([CH2:21][N:22]([CH2:23][CH2:24][N:25]([CH2:33][CH3:34])[C:26]2[CH:27]=[C:28]([CH3:32])[CH:29]=[CH:30][CH:31]=2)[C:10]([C:8]2[CH:7]=[CH:6][CH:5]=[C:4]3[C:9]=2[NH:1][CH:2]=[CH:3]3)=[O:12])=[CH:19][CH:18]=1)([CH3:15])([CH3:14])[CH3:16]. The yield is 0.550. (6) The reactants are [NH2:1][C@H:2]1[C:11]2[C:6](=[CH:7][CH:8]=[C:9]([C:12]3[CH:13]=[N:14][N:15]([CH2:17][CH2:18][O:19][CH3:20])[CH:16]=3)[CH:10]=2)[N:5]([C:21](=[O:23])[CH3:22])[C@@H:4]([CH3:24])[CH2:3]1.Br[C:26]1[CH:31]=[CH:30][C:29]([CH3:32])=[CH:28][N:27]=1.CN(C1C(C2C(P(C3CCCCC3)C3CCCCC3)=CC=CC=2)=CC=CC=1)C.CC(C)([O-])C.[Na+]. The catalyst is O1CCOCC1.C1C=CC(/C=C/C(/C=C/C2C=CC=CC=2)=O)=CC=1.C1C=CC(/C=C/C(/C=C/C2C=CC=CC=2)=O)=CC=1.C1C=CC(/C=C/C(/C=C/C2C=CC=CC=2)=O)=CC=1.[Pd].[Pd]. The product is [CH3:20][O:19][CH2:18][CH2:17][N:15]1[CH:16]=[C:12]([C:9]2[CH:10]=[C:11]3[C:6](=[CH:7][CH:8]=2)[N:5]([C:21](=[O:23])[CH3:22])[C@@H:4]([CH3:24])[CH2:3][C@H:2]3[NH:1][C:26]2[CH:31]=[CH:30][C:29]([CH3:32])=[CH:28][N:27]=2)[CH:13]=[N:14]1. The yield is 0.380. (7) The reactants are [CH2:1]([O:3][P:4]([CH:9]([C:35]#[N:36])[CH2:10][C:11]([CH3:34])=[CH:12][CH2:13][C:14]1[C:15]([O:27]CC[Si](C)(C)C)=[C:16]2[C:20](=[C:21]([CH3:25])[C:22]=1[O:23][CH3:24])[CH2:19][O:18][C:17]2=[O:26])(=[O:8])[O:5][CH2:6][CH3:7])[CH3:2]. The catalyst is C(O)(C(F)(F)F)=O.C(Cl)Cl. The product is [CH2:1]([O:3][P:4]([CH:9]([C:35]#[N:36])[CH2:10][C:11]([CH3:34])=[CH:12][CH2:13][C:14]1[C:15]([OH:27])=[C:16]2[C:20](=[C:21]([CH3:25])[C:22]=1[O:23][CH3:24])[CH2:19][O:18][C:17]2=[O:26])(=[O:8])[O:5][CH2:6][CH3:7])[CH3:2]. The yield is 0.800. (8) The reactants are [Br:1][C:2]1[CH:8]=[CH:7][C:6]([O:9][CH3:10])=[CH:5][C:3]=1[NH2:4].[C:11]([O:14][C:15]1[CH2:16][C:17](=[O:22])O[C:19](=[O:21])[CH:20]=1)(=[O:13])[CH3:12].[C:23](O)(=O)C. No catalyst specified. The product is [C:11]([O:14][C:15](=[CH:20][C:19](=[O:21])[CH3:23])[CH2:16][C:17]([NH:4][C:3]1[CH:5]=[C:6]([O:9][CH3:10])[CH:7]=[CH:8][C:2]=1[Br:1])=[O:22])(=[O:13])[CH3:12]. The yield is 0.710.